From a dataset of Forward reaction prediction with 1.9M reactions from USPTO patents (1976-2016). Predict the product of the given reaction. (1) Given the reactants [F:1][C:2]1[CH:3]=[C:4]([N:8]2[C:12]([C:13]3[CH:18]=[CH:17][N:16]=[CH:15][CH:14]=3)=[CH:11][C:10]([C:19](O)=[O:20])=[N:9]2)[CH:5]=[CH:6][CH:7]=1.CCN(C(C)C)C(C)C.CN(C(ON1N=[N:46][C:41]2[CH:42]=[CH:43][CH:44]=[N:45][C:40]1=2)=[N+](C)C)C.F[P-](F)(F)(F)(F)F.NC1C=NC=CC=1, predict the reaction product. The product is: [N:45]1[CH:44]=[CH:43][CH:42]=[C:41]([NH:46][C:19]([C:10]2[CH:11]=[C:12]([C:13]3[CH:18]=[CH:17][N:16]=[CH:15][CH:14]=3)[N:8]([C:4]3[CH:5]=[CH:6][CH:7]=[C:2]([F:1])[CH:3]=3)[N:9]=2)=[O:20])[CH:40]=1. (2) The product is: [Si:15]([O:14][CH:9]([C:5]1([CH2:1][CH3:2])[CH2:8][CH2:7][CH2:6]1)[CH2:10][CH2:11][CH:12]=[O:13])([C:18]([CH3:21])([CH3:20])[CH3:19])([CH3:17])[CH3:16]. Given the reactants [CH2:1]([C:5]1([CH:9]([O:14][Si:15]([C:18]([CH3:21])([CH3:20])[CH3:19])([CH3:17])[CH3:16])[CH2:10][CH2:11][CH:12]=[O:13])[CH2:8][CH2:7][CH2:6]1)[CH2:2]CC.C([Si](OC(C1(CC)CCC1)C#C)(C)C)(C)(C)C, predict the reaction product. (3) Given the reactants [C:1]([C:5]1[CH:6]=[C:7]([CH:11]2[CH2:16][CH:15]([C:17](=[O:24])[CH2:18][C:19](OCC)=[O:20])[CH2:14][CH2:13][N:12]2[C:25]([O:27][CH3:28])=[O:26])[CH:8]=[CH:9][CH:10]=1)([CH3:4])([CH3:3])[CH3:2].[OH-].[Na+].[NH2:31]O.Cl, predict the reaction product. The product is: [C:1]([C:5]1[CH:6]=[C:7]([C@H:11]2[CH2:16][C@@H:15]([C:17]3[O:24][NH:31][C:19](=[O:20])[CH:18]=3)[CH2:14][CH2:13][N:12]2[C:25]([O:27][CH3:28])=[O:26])[CH:8]=[CH:9][CH:10]=1)([CH3:4])([CH3:3])[CH3:2].